From a dataset of Reaction yield outcomes from USPTO patents with 853,638 reactions. Predict the reaction yield, written as a fraction of the theoretical maximum amount of product (1.0 means a 100% yield; for example, 0.34 means a 34% yield). (1) The reactants are C(O[Na])C.[OH:5][C:6]1[CH:13]=[CH:12][C:9]([CH:10]=[O:11])=[CH:8][CH:7]=1.Br[C:15]([CH3:22])([CH3:21])[C:16]([O:18][CH2:19][CH3:20])=[O:17]. The catalyst is C(O)C. The product is [CH:10]([C:9]1[CH:12]=[CH:13][C:6]([O:5][C:15]([CH3:22])([CH3:21])[C:16]([O:18][CH2:19][CH3:20])=[O:17])=[CH:7][CH:8]=1)=[O:11]. The yield is 0.419. (2) The reactants are [NH2:1][C:2]1[CH:3]=[N:4][N:5]([CH3:26])[C:6]=1[C:7]1[CH:8]=[C:9]([C@@H:14]([NH:18][C:19](=[O:25])[O:20][C:21]([CH3:24])([CH3:23])[CH3:22])[CH2:15][CH:16]=[CH2:17])[CH:10]=[C:11]([F:13])[CH:12]=1.[CH3:27][C@H:28]([CH:32]=[CH2:33])[C:29](O)=[O:30].CCN(C(C)C)C(C)C.C(P1(=O)OP(CCC)(=O)OP(CCC)(=O)O1)CC. The catalyst is CCOC(C)=O. The product is [F:13][C:11]1[CH:10]=[C:9]([C@@H:14]([NH:18][C:19](=[O:25])[O:20][C:21]([CH3:22])([CH3:24])[CH3:23])[CH2:15][CH:16]=[CH2:17])[CH:8]=[C:7]([C:6]2[N:5]([CH3:26])[N:4]=[CH:3][C:2]=2[NH:1][C:29](=[O:30])[C@H:28]([CH3:27])[CH:32]=[CH2:33])[CH:12]=1. The yield is 0.410. (3) The reactants are [CH3:1][N:2]1[C:11]2[C:6](=[CH:7][CH:8]=[CH:9][CH:10]=2)[CH:5]=[C:4]([C:12]([O:14]C2CCCC(=O)C=2)=O)[C:3]1=[O:22].[CH2:23](N(CC)CC)[CH3:24].C[C:31]([CH3:35])([OH:34])[C:32]#N.[C:36](=[O:39])([O-])O.[Na+]. The catalyst is C(#N)C. The product is [OH:39][C:36]1[CH2:24][CH2:23][CH2:35][C:31](=[O:34])[C:32]=1[C:12]([C:4]1[C:3](=[O:22])[N:2]([CH3:1])[C:11]2[C:6]([CH:5]=1)=[CH:7][CH:8]=[CH:9][CH:10]=2)=[O:14]. The yield is 0.500.